Regression. Given two drug SMILES strings and cell line genomic features, predict the synergy score measuring deviation from expected non-interaction effect. From a dataset of NCI-60 drug combinations with 297,098 pairs across 59 cell lines. (1) Drug 1: COC1=CC(=CC(=C1O)OC)C2C3C(COC3=O)C(C4=CC5=C(C=C24)OCO5)OC6C(C(C7C(O6)COC(O7)C8=CC=CS8)O)O. Drug 2: CC(C1=C(C=CC(=C1Cl)F)Cl)OC2=C(N=CC(=C2)C3=CN(N=C3)C4CCNCC4)N. Cell line: SK-MEL-28. Synergy scores: CSS=3.34, Synergy_ZIP=-5.42, Synergy_Bliss=1.69, Synergy_Loewe=-6.32, Synergy_HSA=-1.74. (2) Drug 1: CCC1=CC2CC(C3=C(CN(C2)C1)C4=CC=CC=C4N3)(C5=C(C=C6C(=C5)C78CCN9C7C(C=CC9)(C(C(C8N6C)(C(=O)OC)O)OC(=O)C)CC)OC)C(=O)OC.C(C(C(=O)O)O)(C(=O)O)O. Drug 2: C1=CC(=CC=C1C#N)C(C2=CC=C(C=C2)C#N)N3C=NC=N3. Cell line: HT29. Synergy scores: CSS=53.4, Synergy_ZIP=0.298, Synergy_Bliss=1.31, Synergy_Loewe=-26.0, Synergy_HSA=-0.0567. (3) Cell line: PC-3. Drug 2: C(=O)(N)NO. Synergy scores: CSS=28.0, Synergy_ZIP=-0.825, Synergy_Bliss=0.0904, Synergy_Loewe=-5.97, Synergy_HSA=1.47. Drug 1: CCC1=CC2CC(C3=C(CN(C2)C1)C4=CC=CC=C4N3)(C5=C(C=C6C(=C5)C78CCN9C7C(C=CC9)(C(C(C8N6C)(C(=O)OC)O)OC(=O)C)CC)OC)C(=O)OC.C(C(C(=O)O)O)(C(=O)O)O. (4) Cell line: MDA-MB-231. Synergy scores: CSS=49.0, Synergy_ZIP=-2.28, Synergy_Bliss=-2.03, Synergy_Loewe=-2.07, Synergy_HSA=0.000000444. Drug 1: CC1C(C(CC(O1)OC2CC(CC3=C2C(=C4C(=C3O)C(=O)C5=C(C4=O)C(=CC=C5)OC)O)(C(=O)CO)O)N)O.Cl. Drug 2: CC12CCC3C(C1CCC2O)C(CC4=C3C=CC(=C4)O)CCCCCCCCCS(=O)CCCC(C(F)(F)F)(F)F. (5) Drug 1: CNC(=O)C1=NC=CC(=C1)OC2=CC=C(C=C2)NC(=O)NC3=CC(=C(C=C3)Cl)C(F)(F)F. Drug 2: C(CC(=O)O)C(=O)CN.Cl. Cell line: 786-0. Synergy scores: CSS=11.3, Synergy_ZIP=-0.0454, Synergy_Bliss=3.85, Synergy_Loewe=-1.61, Synergy_HSA=-0.197.